From a dataset of Reaction yield outcomes from USPTO patents with 853,638 reactions. Predict the reaction yield, written as a fraction of the theoretical maximum amount of product (1.0 means a 100% yield; for example, 0.34 means a 34% yield). The catalyst is ClCCl. The yield is 0.680. The reactants are [C:1]([CH:3]1[CH2:6][N:5]([C:7](=[O:42])[C@H:8]([NH:10][C:11]([C:13]2[C:21]3[C:16](=[N:17][CH:18]=[C:19]([C:22]4[N:23]=[C:24]([CH2:32][OH:33])[N:25]5[CH:30]=[C:29]([F:31])[CH:28]=[CH:27][C:26]=45)[N:20]=3)[N:15](COCC[Si](C)(C)C)[CH:14]=2)=[O:12])[CH3:9])[CH2:4]1)#[N:2].FC(F)(F)C(O)=O.C(N)CN. The product is [C:1]([CH:3]1[CH2:4][N:5]([C:7](=[O:42])[C@H:8]([NH:10][C:11]([C:13]2[C:21]3[C:16](=[N:17][CH:18]=[C:19]([C:22]4[N:23]=[C:24]([CH2:32][OH:33])[N:25]5[CH:30]=[C:29]([F:31])[CH:28]=[CH:27][C:26]=45)[N:20]=3)[NH:15][CH:14]=2)=[O:12])[CH3:9])[CH2:6]1)#[N:2].